Dataset: Catalyst prediction with 721,799 reactions and 888 catalyst types from USPTO. Task: Predict which catalyst facilitates the given reaction. (1) Reactant: [C:1]1([C:17]2[CH:22]=[CH:21][CH:20]=[CH:19][CH:18]=2)[CH:6]=[CH:5][C:4]([O:7][C:8]2[CH:13]=[N:12][CH:11]=[C:10]3[S:14][CH:15]=[CH:16][C:9]=23)=[CH:3][CH:2]=1.[CH2:23]([O:30][C:31]1[CH:32]=[N:33][CH:34]=[C:35](Br)[CH:36]=1)[C:24]1[CH:29]=[CH:28][CH:27]=[CH:26][CH:25]=1.C1(C2C=CC=CC=2)C=CC=CC=1P(C(C)(C)C)C(C)(C)C.C(=O)([O-])[O-].[Cs+].[Cs+]. Product: [CH2:23]([O:30][C:31]1[CH:36]=[C:35]([C:15]2[S:14][C:10]3=[CH:11][N:12]=[CH:13][C:8]([O:7][C:4]4[CH:5]=[CH:6][C:1]([C:17]5[CH:22]=[CH:21][CH:20]=[CH:19][CH:18]=5)=[CH:2][CH:3]=4)=[C:9]3[CH:16]=2)[CH:34]=[N:33][CH:32]=1)[C:24]1[CH:25]=[CH:26][CH:27]=[CH:28][CH:29]=1. The catalyst class is: 167. (2) Reactant: [Cl:1][C:2]1[CH:10]=[C:9]([N+:11]([O-:13])=[O:12])[CH:8]=[CH:7][C:3]=1[C:4]([OH:6])=[O:5].OS(O)(=O)=O.[C:19](=O)(O)[O-].[Na+]. The catalyst class is: 5. Product: [Cl:1][C:2]1[CH:10]=[C:9]([N+:11]([O-:13])=[O:12])[CH:8]=[CH:7][C:3]=1[C:4]([O:6][CH3:19])=[O:5]. (3) The catalyst class is: 386. Reactant: [OH:1][C:2]12[CH2:8][C:5]([NH:9]C(=O)OCC3C=CC=CC=3)([CH2:6][CH2:7]1)[CH2:4][CH2:3]2.CO.[H][H].[OH-].[NH4+].CO.C(Cl)[Cl:29]. Product: [ClH:29].[NH2:9][C:5]12[CH2:8][C:2]([OH:1])([CH2:7][CH2:6]1)[CH2:3][CH2:4]2. (4) Reactant: COC1C=C(OC)C=CC=1C[N:6]([C:35]1[S:39][N:38]=[CH:37][N:36]=1)[S:7]([C:10]1[N:15]=[C:14]2[NH:16][CH:17]=[C:18]([C:19]3[CH:24]=[CH:23][C:22]([C:25]([F:28])([F:27])[F:26])=[CH:21][C:20]=3[C:29]3[N:33]([CH3:34])[N:32]=[CH:31][CH:30]=3)[C:13]2=[CH:12][CH:11]=1)(=[O:9])=[O:8].[CH3:46]N(C=O)C.[H-].[Na+].IC. Product: [CH3:46][N:16]1[C:14]2=[N:15][C:10]([S:7]([NH:6][C:35]3[S:39][N:38]=[CH:37][N:36]=3)(=[O:8])=[O:9])=[CH:11][CH:12]=[C:13]2[C:18]([C:19]2[CH:24]=[CH:23][C:22]([C:25]([F:26])([F:28])[F:27])=[CH:21][C:20]=2[C:29]2[N:33]([CH3:34])[N:32]=[CH:31][CH:30]=2)=[CH:17]1. The catalyst class is: 6. (5) Product: [C:1]([O:5][C:6]([N:8]1[CH2:9][CH:10]([O:12][C:13]2[CH:18]=[C:17]([Cl:19])[CH:16]=[CH:15][C:14]=2[O:20][CH2:31][CH2:30][C:26]2[CH:27]=[CH:28][CH:29]=[C:24]([Cl:23])[CH:25]=2)[CH2:11]1)=[O:7])([CH3:4])([CH3:2])[CH3:3]. The catalyst class is: 18. Reactant: [C:1]([O:5][C:6]([N:8]1[CH2:11][CH:10]([O:12][C:13]2[CH:18]=[C:17]([Cl:19])[CH:16]=[CH:15][C:14]=2[OH:20])[CH2:9]1)=[O:7])([CH3:4])([CH3:3])[CH3:2].[H-].[Na+].[Cl:23][C:24]1[CH:25]=[C:26]([CH2:30][CH2:31]OS(C)(=O)=O)[CH:27]=[CH:28][CH:29]=1.